Dataset: Full USPTO retrosynthesis dataset with 1.9M reactions from patents (1976-2016). Task: Predict the reactants needed to synthesize the given product. Given the product [CH3:12][O:13][C:14](=[O:19])[CH:15]([NH:16][C:5](=[O:7])[C:4]1[CH:8]=[CH:9][CH:10]=[C:2]([Cl:1])[CH:3]=1)[CH2:17][OH:18], predict the reactants needed to synthesize it. The reactants are: [Cl:1][C:2]1[CH:3]=[C:4]([CH:8]=[CH:9][CH:10]=1)[C:5]([OH:7])=O.Cl.[CH3:12][O:13][C:14](=[O:19])[C@H:15]([CH2:17][OH:18])[NH2:16].C1C=CC2N(O)N=NC=2C=1.CN1CCOCC1.CCN=C=NCCCN(C)C.Cl.